This data is from Reaction yield outcomes from USPTO patents with 853,638 reactions. The task is: Predict the reaction yield, written as a fraction of the theoretical maximum amount of product (1.0 means a 100% yield; for example, 0.34 means a 34% yield). (1) The reactants are FC(F)(F)S(O[C:7]1[CH:16]=[CH:15][C:10]([C:11]([O:13][CH3:14])=[O:12])=[CH:9][C:8]=1[C:17]([O:19][CH2:20][C:21]1[CH:26]=[CH:25][CH:24]=[CH:23][CH:22]=1)=[O:18])(=O)=O.[B:29]1([B:29]2[O:34][CH2:33][C:32]([CH3:36])([CH3:35])[CH2:31][O:30]2)[O:34][CH2:33][C:32]([CH3:36])([CH3:35])[CH2:31][O:30]1.CC([O-])=O.[K+]. The catalyst is C1(C)C=CC=CC=1. The product is [CH3:35][C:32]1([CH3:36])[CH2:33][O:34][B:29]([C:7]2[CH:16]=[CH:15][C:10]([C:11]([O:13][CH3:14])=[O:12])=[CH:9][C:8]=2[C:17]([O:19][CH2:20][C:21]2[CH:26]=[CH:25][CH:24]=[CH:23][CH:22]=2)=[O:18])[O:30][CH2:31]1. The yield is 0.730. (2) The reactants are [CH:1]1(/[CH:6]=[CH:7]/[CH:8]=[O:9])[CH2:5][CH2:4][CH2:3][CH2:2]1.FC(F)(F)C1C=C(C(C2C=C(C(F)(F)F)C=C(C(F)(F)F)C=2)(O[Si](C(C)(C)C)(C)C)[C@H]2CCCN2)C=C(C(F)(F)F)C=1.[N+](C1C=CC(C(O)=O)=CC=1)([O-])=O.C1(C)C=CC=CC=1.[Br:71][C:72]1[CH:73]=[N:74][NH:75][CH:76]=1. No catalyst specified. The product is [Br:71][C:72]1[CH:73]=[N:74][N:75]([C@@H:6]([CH:1]2[CH2:5][CH2:4][CH2:3][CH2:2]2)[CH2:7][CH:8]=[O:9])[CH:76]=1. The yield is 0.850.